From a dataset of Reaction yield outcomes from USPTO patents with 853,638 reactions. Predict the reaction yield, written as a fraction of the theoretical maximum amount of product (1.0 means a 100% yield; for example, 0.34 means a 34% yield). (1) The reactants are [H-].[Na+].[Cl:3][C:4]1[CH:5]=[C:6]([NH:11][C:12]2[C:21]3[C:16](=[CH:17][C:18](F)=[C:19]([N+:22]([O-:24])=[O:23])[CH:20]=3)[N:15]=[CH:14][N:13]=2)[CH:7]=[CH:8][C:9]=1[F:10].[CH3:26][O:27][CH2:28][CH2:29][OH:30]. No catalyst specified. The product is [Cl:3][C:4]1[CH:5]=[C:6]([NH:11][C:12]2[C:21]3[C:16](=[CH:17][C:18]([O:30][CH2:29][CH2:28][O:27][CH3:26])=[C:19]([N+:22]([O-:24])=[O:23])[CH:20]=3)[N:15]=[CH:14][N:13]=2)[CH:7]=[CH:8][C:9]=1[F:10]. The yield is 0.702. (2) The reactants are [Cl:1][C:2]1[CH:3]=[CH:4][C:5]([N:15]2[CH:19]=[C:18]([Cl:20])[N:17]=[N:16]2)=[C:6]([C:8]2[N:13]=[CH:12][N:11]=[C:10]([OH:14])[CH:9]=2)[CH:7]=1.CN(C(ON1N=NC2C=CC=NC1=2)=[N+](C)C)C.F[P-](F)(F)(F)(F)F.C1CCN2C(=NCCC2)CC1.N[C@@H:57]1[C:73]2[CH:74]=[C:69]([CH:70]=[N:71][CH:72]=2)[C:68]2[N:67]([CH:75]([F:77])[F:76])[N:66]=[CH:65][C:64]=2[NH:63][C:62](=[O:78])[C@H:61]([CH3:79])[CH2:60][CH2:59][CH2:58]1. The catalyst is C(#N)C.CN(C=O)C. The product is [Cl:1][C:2]1[CH:3]=[CH:4][C:5]([N:15]2[CH:19]=[C:18]([Cl:20])[N:17]=[N:16]2)=[C:6]([C:8]2[N:13]=[CH:12][N:11]([C@@H:57]3[C:73]4[CH:74]=[C:69]([CH:70]=[N:71][CH:72]=4)[C:68]4[N:67]([CH:75]([F:76])[F:77])[N:66]=[CH:65][C:64]=4[NH:63][C:62](=[O:78])[C@H:61]([CH3:79])[CH2:60][CH2:59][CH2:58]3)[C:10](=[O:14])[CH:9]=2)[CH:7]=1. The yield is 0.0586. (3) The reactants are [NH2:1][C:2]1[CH:7]=[CH:6][C:5]([C:8]2[N:9]([CH:21]3[CH2:23][CH2:22]3)[C:10]3[C:15]([C:16]=2[C:17]#[N:18])=[CH:14][CH:13]=[C:12]([O:19][CH3:20])[CH:11]=3)=[CH:4][CH:3]=1.[CH:24]([O:27][C:28](Cl)=[O:29])([CH3:26])[CH3:25]. The catalyst is N1C=CC=CC=1.C1(C)C=CC=CC=1.O. The product is [CH:24]([O:27][C:28](=[O:29])[NH:1][C:2]1[CH:3]=[CH:4][C:5]([C:8]2[N:9]([CH:21]3[CH2:23][CH2:22]3)[C:10]3[C:15]([C:16]=2[C:17]#[N:18])=[CH:14][CH:13]=[C:12]([O:19][CH3:20])[CH:11]=3)=[CH:6][CH:7]=1)([CH3:26])[CH3:25]. The yield is 0.850.